From a dataset of Forward reaction prediction with 1.9M reactions from USPTO patents (1976-2016). Predict the product of the given reaction. (1) Given the reactants ClC(Cl)(Cl)[C:3]([C:5]1[N:14]2[C:8]([CH2:9][N:10]([C:19]([C:21]3[CH:22]=[C:23]([C:27]4[CH:32]=[CH:31][CH:30]=[CH:29][C:28]=4[CH3:33])[CH:24]=[CH:25][CH:26]=3)=[O:20])[C:11]3[CH:18]=[CH:17][CH:16]=[CH:15][C:12]=3[CH2:13]2)=[CH:7][CH:6]=1)=[O:4].CS(C)=O.[NH2:40][CH2:41][C:42]1[CH:43]=[N:44][CH:45]=[CH:46][CH:47]=1, predict the reaction product. The product is: [CH3:33][C:28]1[CH:29]=[CH:30][CH:31]=[CH:32][C:27]=1[C:23]1[CH:24]=[CH:25][CH:26]=[C:21]([C:19]([N:10]2[C:11]3[CH:18]=[CH:17][CH:16]=[CH:15][C:12]=3[CH2:13][N:14]3[C:5]([C:3]([NH:40][CH2:41][C:42]4[CH:43]=[N:44][CH:45]=[CH:46][CH:47]=4)=[O:4])=[CH:6][CH:7]=[C:8]3[CH2:9]2)=[O:20])[CH:22]=1. (2) Given the reactants [Cl:1][C:2]1[C:3]2[CH2:4][C:5]3[CH2:9][N:8]([C@@H:10]([CH2:20][CH:21]4[CH2:26][CH2:25][CH2:24][CH2:23][CH2:22]4)[C:11]([NH:13][C:14]4C=C[CH:17]=[CH:16][N:15]=4)=[O:12])[C:7](=[O:27])[C:6]=3[O:28][C:29]=2[CH:30]=[CH:31][CH:32]=1.NC1[S:35]C=CN=1.ON1C2C=CC=CC=2N=N1, predict the reaction product. The product is: [Cl:1][C:2]1[C:3]2[CH2:4][C:5]3[CH2:9][N:8]([C@@H:10]([CH2:20][CH:21]4[CH2:26][CH2:25][CH2:24][CH2:23][CH2:22]4)[C:11]([NH:13][C:14]4[S:35][CH:17]=[CH:16][N:15]=4)=[O:12])[C:7](=[O:27])[C:6]=3[O:28][C:29]=2[CH:30]=[CH:31][CH:32]=1. (3) Given the reactants [N:1]([C:4]1[CH:18]=[CH:17][CH:16]=[CH:15][C:5]=1[CH2:6][NH:7][C:8](=[O:14])[O:9][C:10]([CH3:13])([CH3:12])[CH3:11])=[N+:2]=[N-:3].[C:19](#N)[CH3:20].[C:22]([O:26]N=O)(C)(C)C.C[Si](N=[N+]=[N-])(C)C, predict the reaction product. The product is: [OH:26][CH2:22][C:19]1[N:3]=[N:2][N:1]([C:4]2[CH:18]=[CH:17][CH:16]=[CH:15][C:5]=2[CH2:6][NH:7][C:8](=[O:14])[O:9][C:10]([CH3:13])([CH3:12])[CH3:11])[CH:20]=1. (4) Given the reactants CS(O[CH2:6][C:7]1[C:8]2[CH:16]=[C:15]([CH:17]3[CH2:22][CH2:21][C:20]([CH3:24])([CH3:23])[CH2:19][CH2:18]3)[S:14][C:9]=2[N:10]=[C:11]([CH3:13])[N:12]=1)(=O)=O.CCN(C(C)C)C(C)C.[S:34]1(=[O:42])(=[O:41])[CH2:39][CH2:38][CH:37]([NH2:40])[CH2:36][CH2:35]1.[NH4+].[Cl-:44], predict the reaction product. The product is: [ClH:44].[CH3:23][C:20]1([CH3:24])[CH2:21][CH2:22][CH:17]([C:15]2[S:14][C:9]3[N:10]=[C:11]([CH3:13])[N:12]=[C:7]([CH2:6][NH:40][CH:37]4[CH2:38][CH2:39][S:34](=[O:42])(=[O:41])[CH2:35][CH2:36]4)[C:8]=3[CH:16]=2)[CH2:18][CH2:19]1.